From a dataset of Reaction yield outcomes from USPTO patents with 853,638 reactions. Predict the reaction yield, written as a fraction of the theoretical maximum amount of product (1.0 means a 100% yield; for example, 0.34 means a 34% yield). (1) The reactants are [F:1][C:2]1[C:7]([F:8])=[CH:6][CH:5]=[CH:4][C:3]=1[C:9]1(O)[CH2:15][CH2:14][CH:13]=[CH:12][CH2:11][CH2:10]1.C([SiH](CC)CC)C.C(O)(C(F)(F)F)=O. The catalyst is C(Cl)Cl. The product is [F:1][C:2]1[C:7]([F:8])=[CH:6][CH:5]=[CH:4][C:3]=1[CH:9]1[CH2:15][CH2:14][CH:13]=[CH:12][CH2:11][CH2:10]1. The yield is 0.950. (2) The reactants are [Br:1][C:2]1[N:7]=[CH:6][C:5]2[N:8]=[C:9]([CH2:16][OH:17])[N:10]([C:11]([CH3:15])([CH3:14])[CH2:12]O)[C:4]=2[CH:3]=1.C1(P(C2C=CC=CC=2)C2C=CC=CC=2)C=CC=CC=1.N(C(OC(C)C)=O)=NC(OC(C)C)=O. The catalyst is O1CCCC1. The product is [Br:1][C:2]1[CH:3]=[C:4]2[C:5](=[CH:6][N:7]=1)[N:8]=[C:9]1[N:10]2[C:11]([CH3:14])([CH3:15])[CH2:12][O:17][CH2:16]1. The yield is 0.490. (3) The reactants are [H-].[Na+].[CH3:3][C:4]1[CH:8]=[C:7]([CH3:9])[NH:6][N:5]=1.Br[CH2:11][CH2:12][F:13]. The catalyst is CN(C=O)C.O. The product is [F:13][CH2:12][CH2:11][N:5]1[C:4]([CH3:3])=[CH:8][C:7]([CH3:9])=[N:6]1. The yield is 0.497. (4) The reactants are [H-].C(O[Al](OC(C)(C)C)OC(C)(C)C)(C)(C)C.[Li+].[C:19]([O:22][C@@H:23]1[CH2:47][CH2:46][C@@:45]2([CH3:48])[C@H:25]([CH2:26][CH2:27][C@@H:28]3[C@@H:44]2[CH2:43][C:42](=[O:49])[C@@:41]2([CH3:50])[C@H:29]3[CH2:30][CH2:31][C@@H:32]2[C@H:33]([CH3:40])[CH2:34][CH2:35][C:36]([O:38][CH3:39])=[O:37])[CH2:24]1)(=[O:21])[CH3:20]. The catalyst is C1COCC1. The product is [C:19]([O:22][C@@H:23]1[CH2:47][CH2:46][C@@:45]2([CH3:48])[C@H:25]([CH2:26][CH2:27][C@@H:28]3[C@@H:44]2[CH2:43][C@H:42]([OH:49])[C@@:41]2([CH3:50])[C@H:29]3[CH2:30][CH2:31][C@@H:32]2[C@H:33]([CH3:40])[CH2:34][CH2:35][C:36]([O:38][CH3:39])=[O:37])[CH2:24]1)(=[O:21])[CH3:20]. The yield is 0.910. (5) The reactants are [CH3:1]C(C)([O-])C.[K+].O=[C:8]([C:23]1[CH:28]=[CH:27][CH:26]=[CH:25][CH:24]=1)[CH2:9][CH2:10][CH2:11][C:12]1[CH:17]=[CH:16][C:15]([CH2:18][C:19]([O:21][CH3:22])=[O:20])=[CH:14][CH:13]=1. The catalyst is [Br-].C[P+](C1C=CC=CC=1)(C1C=CC=CC=1)C1C=CC=CC=1.C1COCC1. The product is [C:23]1([C:8](=[CH2:1])[CH2:9][CH2:10][CH2:11][C:12]2[CH:17]=[CH:16][C:15]([CH2:18][C:19]([O:21][CH3:22])=[O:20])=[CH:14][CH:13]=2)[CH:28]=[CH:27][CH:26]=[CH:25][CH:24]=1. The yield is 0.230. (6) The reactants are [O:1]=[C:2]1[C:6]2([CH2:11][CH2:10][NH:9][CH2:8][CH2:7]2)[CH:5]([C:12]2[CH:17]=[CH:16][CH:15]=[CH:14][CH:13]=2)[CH2:4][N:3]1[CH2:18][C:19]1[CH:20]=[C:21]([CH:26]=[CH:27][CH:28]=1)[C:22]([O:24][CH3:25])=[O:23].I[CH2:30][CH2:31][CH2:32][N:33]1[C:37]2[CH:38]=[CH:39][C:40](=O)[CH2:41][C:36]=2[NH:35][C:34]1=[O:43].C(=O)([O-])[O-].[K+].[K+]. The catalyst is CN(C)C=O. The product is [O:1]=[C:2]1[C:6]2([CH2:11][CH2:10][N:9]([CH2:30][CH2:31][CH2:32][N:33]3[C:37]4[CH:38]=[CH:39][CH:40]=[CH:41][C:36]=4[NH:35][C:34]3=[O:43])[CH2:8][CH2:7]2)[CH:5]([C:12]2[CH:17]=[CH:16][CH:15]=[CH:14][CH:13]=2)[CH2:4][N:3]1[CH2:18][C:19]1[CH:20]=[C:21]([CH:26]=[CH:27][CH:28]=1)[C:22]([O:24][CH3:25])=[O:23]. The yield is 0.620. (7) The reactants are CN(C)CCCN=C=NCC.[O:12]1[CH:16]=[CH:15][CH:14]=[C:13]1[C:17]([OH:19])=O.[NH2:20][C@@H:21]([CH2:37][CH:38]1[CH2:43][CH2:42][CH2:41][CH2:40][CH2:39]1)[C:22]([NH:24][C@H:25]1[CH2:31][CH2:30][C@@H:29]([CH3:32])[N:28]([CH2:33][CH2:34][CH3:35])[CH2:27][C@@H:26]1[OH:36])=[O:23].CN1CCOCC1.OC1C2N=NNC=2C=CC=1. The catalyst is CN(C=O)C.CCOC(C)=O. The product is [CH:38]1([CH2:37][C@H:21]([NH:20][C:17]([C:13]2[O:12][CH:16]=[CH:15][CH:14]=2)=[O:19])[C:22](=[O:23])[NH:24][C@H:25]2[CH2:31][CH2:30][C@@H:29]([CH3:32])[N:28]([CH2:33][CH2:34][CH3:35])[CH2:27][C@@H:26]2[OH:36])[CH2:43][CH2:42][CH2:41][CH2:40][CH2:39]1. The yield is 0.760. (8) The reactants are [Cl:1][C:2]1[CH:12]=[C:11]([NH:13][C:14]2[CH:19]=[CH:18][CH:17]=[CH:16][CH:15]=2)[C:5]([C:6](OCC)=[O:7])=[CH:4][N:3]=1.[H-].[H-].[H-].[H-].[Li+].[Al+3]. The catalyst is C1COCC1. The product is [Cl:1][C:2]1[N:3]=[CH:4][C:5]([CH2:6][OH:7])=[C:11]([NH:13][C:14]2[CH:15]=[CH:16][CH:17]=[CH:18][CH:19]=2)[CH:12]=1. The yield is 0.800. (9) The reactants are C(OC([N:8]1[CH2:13][CH2:12][N:11]([CH2:14][CH2:15][CH2:16][O:17][C:18]2[CH:23]=[CH:22][C:21]([C:24]3[NH:28][C:27]4[CH:29]=[C:30]([F:34])[C:31]([Cl:33])=[CH:32][C:26]=4[N:25]=3)=[CH:20][C:19]=2[Cl:35])[CH2:10][CH2:9]1)=O)(C)(C)C.C(OC(N1CCN(CCCOC2C=CC(C=O)=CC=2Cl)CC1)=O)(C)(C)C.ClC1C=C(N)C(N)=CC=1F. The yield is 0.150. The product is [Cl:33][C:31]1[C:30]([F:34])=[CH:29][C:27]2[NH:28][C:24]([C:21]3[CH:22]=[CH:23][C:18]([O:17][CH2:16][CH2:15][CH2:14][N:11]4[CH2:10][CH2:9][NH:8][CH2:13][CH2:12]4)=[C:19]([Cl:35])[CH:20]=3)=[N:25][C:26]=2[CH:32]=1. No catalyst specified. (10) The reactants are [OH:1][CH2:2][CH2:3][CH:4]1[CH2:9][CH2:8][N:7]([CH:10]=[O:11])[CH2:6][CH2:5]1.CCN(CC)CC.[C:19]1([CH3:29])[CH:24]=[CH:23][C:22]([S:25](Cl)(=[O:27])=[O:26])=[CH:21][CH:20]=1. The catalyst is CN(C1C=CN=CC=1)C.C(Cl)Cl. The product is [CH:10]([N:7]1[CH2:6][CH2:5][CH:4]([CH2:3][CH2:2][O:1][S:25]([C:22]2[CH:23]=[CH:24][C:19]([CH3:29])=[CH:20][CH:21]=2)(=[O:27])=[O:26])[CH2:9][CH2:8]1)=[O:11]. The yield is 0.370.